Dataset: Full USPTO retrosynthesis dataset with 1.9M reactions from patents (1976-2016). Task: Predict the reactants needed to synthesize the given product. Given the product [Cl:1][C:2]1[CH:3]=[CH:4][C:5]([C:8]2[CH2:13][CH2:12][C:11]([CH3:14])([CH3:15])[CH2:10][C:9]=2[CH2:16][N:21]2[CH2:20][CH2:19][N:18]([C:24]3[CH:25]=[CH:26][C:27]([C:28]([O:30][CH2:31][CH3:32])=[O:29])=[CH:33][CH:34]=3)[CH2:23][CH2:22]2)=[CH:6][CH:7]=1, predict the reactants needed to synthesize it. The reactants are: [Cl:1][C:2]1[CH:7]=[CH:6][C:5]([C:8]2[CH2:13][CH2:12][C:11]([CH3:15])([CH3:14])[CH2:10][C:9]=2[CH:16]=O)=[CH:4][CH:3]=1.[N:18]1([C:24]2[CH:34]=[CH:33][C:27]([C:28]([O:30][CH2:31][CH3:32])=[O:29])=[CH:26][CH:25]=2)[CH2:23][CH2:22][NH:21][CH2:20][CH2:19]1.C(O[BH-](OC(=O)C)OC(=O)C)(=O)C.[Na+].